From a dataset of HIV replication inhibition screening data with 41,000+ compounds from the AIDS Antiviral Screen. Binary Classification. Given a drug SMILES string, predict its activity (active/inactive) in a high-throughput screening assay against a specified biological target. (1) The compound is Nc1c2c(nc3ccccc13)CCCC2.O=C(O)CCC(=O)C(=O)O. The result is 0 (inactive). (2) The molecule is Cl.Fc1ccc(C2(CCCN3CCc4[nH]c5cc(F)ccc5c4C3)OCCO2)cc1. The result is 0 (inactive). (3) The compound is CC1=[O+][Tl-3]23([O+]=C(C)[CH-]C(c4ccccc4)=[O+]2)([O+]=C(C)[CH-]C(c2ccccc2)=[O+]3)[O+]=C(c2ccccc2)[CH-]1. The result is 0 (inactive). (4) The compound is O=S(=O)(O)SCC=CCSS(=O)(=O)O.[NaH]. The result is 0 (inactive). (5) The result is 0 (inactive). The drug is O=C(COc1ccc(OCC(=O)N2C(=O)CN(c3ccc(Cl)cc3)C2=S)cc1)N1C(=O)CN(c2ccc(Cl)cc2)C1=S. (6) The drug is CCOC(=O)C(CCC1OCCO1)C(C)=O. The result is 0 (inactive). (7) The drug is CC(C)[Si](OC1=C(c2ccccc2)C(NC(=O)C=Cc2ccc([N+](=O)[O-])cc2)CCC1)(C(C)C)C(C)C. The result is 0 (inactive). (8) The drug is COc1ccc(CC(N)C(=O)N2CC(CO)CC(n3cnc4c(N(C)C)ncnc43)C2)cc1. The result is 0 (inactive).